Regression. Given two drug SMILES strings and cell line genomic features, predict the synergy score measuring deviation from expected non-interaction effect. From a dataset of NCI-60 drug combinations with 297,098 pairs across 59 cell lines. (1) Drug 1: C1=NC2=C(N1)C(=S)N=C(N2)N. Drug 2: CN(CC1=CN=C2C(=N1)C(=NC(=N2)N)N)C3=CC=C(C=C3)C(=O)NC(CCC(=O)O)C(=O)O. Cell line: EKVX. Synergy scores: CSS=17.2, Synergy_ZIP=-10.2, Synergy_Bliss=-15.1, Synergy_Loewe=-11.2, Synergy_HSA=-10.4. (2) Drug 1: CC1=C(C(=CC=C1)Cl)NC(=O)C2=CN=C(S2)NC3=CC(=NC(=N3)C)N4CCN(CC4)CCO. Drug 2: CN(CCCl)CCCl.Cl. Cell line: SK-MEL-28. Synergy scores: CSS=12.1, Synergy_ZIP=-4.81, Synergy_Bliss=-2.85, Synergy_Loewe=-1.97, Synergy_HSA=-0.660. (3) Cell line: DU-145. Drug 1: CC1=C2C(C(=O)C3(C(CC4C(C3C(C(C2(C)C)(CC1OC(=O)C(C(C5=CC=CC=C5)NC(=O)OC(C)(C)C)O)O)OC(=O)C6=CC=CC=C6)(CO4)OC(=O)C)OC)C)OC. Drug 2: CCN(CC)CCNC(=O)C1=C(NC(=C1C)C=C2C3=C(C=CC(=C3)F)NC2=O)C. Synergy scores: CSS=47.3, Synergy_ZIP=2.92, Synergy_Bliss=0.486, Synergy_Loewe=-38.6, Synergy_HSA=-0.604. (4) Drug 1: C1=CC=C(C(=C1)C(C2=CC=C(C=C2)Cl)C(Cl)Cl)Cl. Drug 2: CS(=O)(=O)OCCCCOS(=O)(=O)C. Cell line: HOP-62. Synergy scores: CSS=2.77, Synergy_ZIP=6.96, Synergy_Bliss=10.9, Synergy_Loewe=4.58, Synergy_HSA=5.97. (5) Cell line: NCI-H226. Drug 1: CC1=CC=C(C=C1)C2=CC(=NN2C3=CC=C(C=C3)S(=O)(=O)N)C(F)(F)F. Synergy scores: CSS=11.4, Synergy_ZIP=-1.60, Synergy_Bliss=-0.828, Synergy_Loewe=-4.76, Synergy_HSA=0.138. Drug 2: CCC1(CC2CC(C3=C(CCN(C2)C1)C4=CC=CC=C4N3)(C5=C(C=C6C(=C5)C78CCN9C7C(C=CC9)(C(C(C8N6C=O)(C(=O)OC)O)OC(=O)C)CC)OC)C(=O)OC)O.OS(=O)(=O)O. (6) Drug 1: C1=CC=C(C(=C1)C(C2=CC=C(C=C2)Cl)C(Cl)Cl)Cl. Drug 2: CC1CCCC2(C(O2)CC(NC(=O)CC(C(C(=O)C(C1O)C)(C)C)O)C(=CC3=CSC(=N3)C)C)C. Cell line: LOX IMVI. Synergy scores: CSS=49.6, Synergy_ZIP=5.28, Synergy_Bliss=2.14, Synergy_Loewe=-23.6, Synergy_HSA=0.208. (7) Drug 1: C1=NC2=C(N1)C(=S)N=CN2. Drug 2: C1CNP(=O)(OC1)N(CCCl)CCCl. Cell line: CAKI-1. Synergy scores: CSS=-13.3, Synergy_ZIP=4.14, Synergy_Bliss=-5.12, Synergy_Loewe=-6.37, Synergy_HSA=-11.3. (8) Drug 2: C1C(C(OC1N2C=NC(=NC2=O)N)CO)O. Drug 1: CC1C(C(CC(O1)OC2CC(CC3=C2C(=C4C(=C3O)C(=O)C5=C(C4=O)C(=CC=C5)OC)O)(C(=O)C)O)N)O.Cl. Synergy scores: CSS=-5.18, Synergy_ZIP=-3.24, Synergy_Bliss=-4.98, Synergy_Loewe=-14.7, Synergy_HSA=-8.49. Cell line: NCI-H226.